Dataset: Catalyst prediction with 721,799 reactions and 888 catalyst types from USPTO. Task: Predict which catalyst facilitates the given reaction. (1) Reactant: Cl[C:2]1[C:7]([N+:8]([O-:10])=[O:9])=[C:6](Cl)[CH:5]=[C:4]([CH3:12])[N:3]=1.[C:13](=[O:16])([O-])[O-].[K+].[K+].[F:19][C:20]([F:24])([F:23])[CH2:21][OH:22]. Product: [F:19][C:20]([F:24])([F:23])[CH2:21][O:22][C:2]1[C:7]([N+:8]([O-:10])=[O:9])=[C:6]([O:16][CH2:13][C:20]([F:24])([F:23])[F:19])[CH:5]=[C:4]([CH3:12])[N:3]=1. The catalyst class is: 6. (2) Reactant: [F:1][C:2]1[CH:13]=[CH:12][C:5]2[C:6](=[O:11])OC(=O)[NH:9][C:4]=2[CH:3]=1.Cl.[CH3:15][O:16][NH2:17].[OH-].[Na+]. Product: [NH2:9][C:4]1[CH:3]=[C:2]([F:1])[CH:13]=[CH:12][C:5]=1[C:6]([NH:17][O:16][CH3:15])=[O:11]. The catalyst class is: 25. (3) Reactant: [Cl:1][C:2]1[CH:3]=[N+:4]([O-:48])[CH:5]=[C:6]([Cl:47])[C:7]=1[CH2:8][C@@H:9]([C:32]1[CH:37]=[CH:36][C:35]([O:38][CH:39]([F:41])[F:40])=[C:34]([O:42][CH2:43][CH:44]2[CH2:46][CH2:45]2)[CH:33]=1)[O:10][C:11]([CH:13]1[N:17]([S:18]([C:21]2[CH:26]=[CH:25][C:24]([NH:27][S:28]([CH3:31])(=[O:30])=[O:29])=[CH:23][CH:22]=2)(=[O:20])=[O:19])[CH2:16][CH2:15][S:14]1)=[O:12].Cl[CH2:50][CH2:51][N:52]1[CH2:57][CH2:56][O:55][CH2:54][CH2:53]1.[C:58]([O-])([O-:60])=[O:59].[K+].[K+]. Product: [CH:11]([OH:12])=[O:10].[Cl:47][C:6]1[CH:5]=[N+:4]([O-:48])[CH:3]=[C:2]([Cl:1])[C:7]=1[CH2:8][C@@H:9]([C:32]1[CH:37]=[CH:36][C:35]([O:38][CH:39]([F:41])[F:40])=[C:34]([O:42][CH2:43][CH:44]2[CH2:45][CH2:46]2)[CH:33]=1)[O:10][C:11]([CH:13]1[N:17]([S:18]([C:21]2[CH:26]=[CH:25][C:24]([N:27]([CH2:50][CH2:51][N:52]3[CH2:57][CH2:56][O:55][CH2:54][CH2:53]3)[S:28]([CH3:31])(=[O:29])=[O:30])=[CH:23][CH:22]=2)(=[O:19])=[O:20])[CH2:16][CH2:15][S:14]1)=[O:12].[CH:58]([O-:60])=[O:59]. The catalyst class is: 18. (4) Reactant: CO[CH:3](OC)[N:4]([CH3:6])[CH3:5].[O:9]1[CH:13]=[CH:12][CH:11]=[C:10]1[C:14](=[O:22])[CH2:15][C:16]1[CH:21]=[CH:20][N:19]=[CH:18][CH:17]=1.[Cl-].[NH4+]. Product: [CH3:6][N:4]([CH3:5])[CH:3]=[C:15]([C:16]1[CH:21]=[CH:20][N:19]=[CH:18][CH:17]=1)[C:14]([C:10]1[O:9][CH:13]=[CH:12][CH:11]=1)=[O:22]. The catalyst class is: 13. (5) Reactant: Cl[C:2]1[C:11]2=[N:12][N:13](CC3C=CC(OC)=CC=3)[CH:14]=[C:10]2[C:9]2[CH:8]=[C:7]([O:24][CH3:25])[CH:6]=[CH:5][C:4]=2[N:3]=1.[N:26]1([C:31]2[CH:37]=[CH:36][C:34]([NH2:35])=[CH:33][CH:32]=2)[CH2:30][CH2:29][CH2:28][CH2:27]1.Cl. Product: [CH3:25][O:24][C:7]1[CH:6]=[CH:5][C:4]2[N:3]=[C:2]([NH:35][C:34]3[CH:33]=[CH:32][C:31]([N:26]4[CH2:30][CH2:29][CH2:28][CH2:27]4)=[CH:37][CH:36]=3)[C:11]3=[N:12][NH:13][CH:14]=[C:10]3[C:9]=2[CH:8]=1. The catalyst class is: 71. (6) Reactant: [Cl:1][C:2]1[CH:15]=[CH:14][C:5]([C:6]([NH:8][NH:9][C:10]([NH:12][CH3:13])=[O:11])=O)=[CH:4][CH:3]=1.C(O)(=O)CC(CC(O)=O)(C(O)=O)O. Product: [Cl:1][C:2]1[CH:15]=[CH:14][C:5]([C:6]2[N:12]([CH3:13])[C:10](=[O:11])[NH:9][N:8]=2)=[CH:4][CH:3]=1. The catalyst class is: 74. (7) Reactant: [CH2:1]([O:8][C:9]1[CH:14]=[CH:13][C:12]([C:15]2[O:19][C:18]([C:20]([O:22]CC)=O)=[N:17][C:16]=2[C:25]2[CH:26]=[N:27][C:28]([O:31][CH3:32])=[CH:29][CH:30]=2)=[CH:11][CH:10]=1)[C:2]1[CH:7]=[CH:6][CH:5]=[CH:4][CH:3]=1.[NH3:33].CO. Product: [CH2:1]([O:8][C:9]1[CH:10]=[CH:11][C:12]([C:15]2[O:19][C:18]([C:20]([NH2:33])=[O:22])=[N:17][C:16]=2[C:25]2[CH:26]=[N:27][C:28]([O:31][CH3:32])=[CH:29][CH:30]=2)=[CH:13][CH:14]=1)[C:2]1[CH:7]=[CH:6][CH:5]=[CH:4][CH:3]=1. The catalyst class is: 12. (8) Reactant: C(Cl)(=O)C(Cl)=O.ClCCl.CS(C)=O.[OH:14][CH2:15][C:16]1[N:21]=[C:20]([C:22]([O:24][CH3:25])=[O:23])[CH:19]=[CH:18][CH:17]=1.C(N(CC)CC)C. Product: [CH:15]([C:16]1[N:21]=[C:20]([C:22]([O:24][CH3:25])=[O:23])[CH:19]=[CH:18][CH:17]=1)=[O:14]. The catalyst class is: 4. (9) Reactant: ClC1C=C(C2N=C(C(C)CC3[N:16]([CH:26]4[CH2:28][CH2:27]4)[C:17]([C:20]4[CH:25]=[CH:24][N:23]=[CH:22][CH:21]=4)=NN=3)ON=2)C=CC=1.ClC1C=C(C2N=C([C@H](C)CC(NN)=O)[O:39]N=2)C=CC=1.Cl.C1(N=C(Cl)C2C=CN=CC=2)CC1.C([O-])([O-])=O.[K+].[K+]. Product: [CH:26]1([NH:16][C:17](=[O:39])[C:20]2[CH:25]=[CH:24][N:23]=[CH:22][CH:21]=2)[CH2:28][CH2:27]1. The catalyst class is: 174. (10) Reactant: C(=O)([O-])[O-].[Na+].[Na+].C(O)CCCCCO.C(OC=C)(=O)C.[CH:21]([O:23][CH2:24][CH2:25][CH2:26][CH2:27][CH2:28][CH2:29][O:30]C=C)=[CH2:22]. Product: [CH:21]([O:23][CH2:24][CH2:25][CH2:26][CH2:27][CH2:28][CH2:29][OH:30])=[CH2:22]. The catalyst class is: 11.